From a dataset of Reaction yield outcomes from USPTO patents with 853,638 reactions. Predict the reaction yield, written as a fraction of the theoretical maximum amount of product (1.0 means a 100% yield; for example, 0.34 means a 34% yield). (1) The reactants are [CH2:1]([NH:8][C:9]1[CH:17]=[C:16]([N:18]2[CH2:23][CH2:22][N:21]([C:24](=[O:31])[C:25]3[CH:30]=[CH:29][CH:28]=[CH:27][CH:26]=3)[CH2:20][CH2:19]2)[CH:15]=[CH:14]C=1C(O)=O)[C:2]1[CH:7]=[CH:6][CH:5]=[CH:4][CH:3]=1.[CH2:32]([OH:34])[CH3:33].N.C1(P([N:50]=[N+]=[N-])(C2C=CC=CC=2)=O)C=CC=CC=1. The catalyst is C1COCC1. The product is [CH2:1]([NH:8][C:9]1[CH:17]=[C:16]([N:18]2[CH2:23][CH2:22][N:21]([C:24](=[O:31])[C:25]3[CH:30]=[CH:29][CH:28]=[CH:27][CH:26]=3)[CH2:20][CH2:19]2)[CH:15]=[CH:14][C:33]=1[C:32]([NH2:50])=[O:34])[C:2]1[CH:7]=[CH:6][CH:5]=[CH:4][CH:3]=1. The yield is 0.400. (2) The reactants are C(O)(C(F)(F)F)=O.[F:8][C:9]([F:33])([F:32])[C:10]1[N:14]2[N:15]=[C:16]([N:19]3[CH2:24][CH2:23][N:22](C(OC(C)(C)C)=O)[CH2:21][CH2:20]3)[CH2:17][CH2:18][C:13]2=[N:12][N:11]=1. The catalyst is C(Cl)Cl. The product is [N:19]1([C:16]2[CH2:17][CH2:18][C:13]3[N:14]([C:10]([C:9]([F:8])([F:32])[F:33])=[N:11][N:12]=3)[N:15]=2)[CH2:20][CH2:21][NH:22][CH2:23][CH2:24]1. The yield is 0.990. (3) The reactants are Br[C:2]1[C:6]2=[N:7][CH:8]=[CH:9][CH:10]=[C:5]2[S:4][CH:3]=1.[CH3:11]B(O)O.COCCOC.O.CCO.O. The catalyst is C1C=CC([P]([Pd]([P](C2C=CC=CC=2)(C2C=CC=CC=2)C2C=CC=CC=2)([P](C2C=CC=CC=2)(C2C=CC=CC=2)C2C=CC=CC=2)[P](C2C=CC=CC=2)(C2C=CC=CC=2)C2C=CC=CC=2)(C2C=CC=CC=2)C2C=CC=CC=2)=CC=1.C(Cl)Cl. The product is [CH3:11][C:2]1[C:6]2=[N:7][CH:8]=[CH:9][CH:10]=[C:5]2[S:4][CH:3]=1. The yield is 0.430. (4) The reactants are [CH2:1]([O:3][C:4](=[O:12])[CH2:5]P(OC)(OC)=O)[CH3:2].CC([O-])(C)C.[K+].[F:19][C:20]1[CH:27]=[C:26]([F:28])[CH:25]=[C:24]([F:29])[C:21]=1[CH:22]=O.[Cl-].[NH4+]. The catalyst is C1COCC1.CN(C=O)C.C1COCC1. The product is [F:19][C:20]1[CH:27]=[C:26]([F:28])[CH:25]=[C:24]([F:29])[C:21]=1/[CH:22]=[CH:5]/[C:4]([O:3][CH2:1][CH3:2])=[O:12]. The yield is 0.870. (5) The reactants are Br[C:2]1[CH:3]=[C:4]2[C:9](=[CH:10][CH:11]=1)[CH:8]=[C:7]([C:12]1[NH:16][C:15]([C@@H:17]3[CH2:21][C@H:20]([CH3:22])[CH2:19][N:18]3[C:23]([O:25][C:26]([CH3:29])([CH3:28])[CH3:27])=[O:24])=[N:14][C:13]=1[Cl:30])[CH:6]=[CH:5]2.[CH3:31][C@@H:32]1[CH2:36][N:35]([C:37]([O:39][C:40]([CH3:43])([CH3:42])[CH3:41])=[O:38])[C@H:34]([C:44]2[NH:45][C:46]([C:49]3[CH:54]=[CH:53][C:52](B4OC(C)(C)C(C)(C)O4)=[CH:51][CH:50]=3)=[CH:47][N:48]=2)[CH2:33]1.C([O-])(O)=O.[Na+]. The catalyst is C1C=CC([P]([Pd]([P](C2C=CC=CC=2)(C2C=CC=CC=2)C2C=CC=CC=2)([P](C2C=CC=CC=2)(C2C=CC=CC=2)C2C=CC=CC=2)[P](C2C=CC=CC=2)(C2C=CC=CC=2)C2C=CC=CC=2)(C2C=CC=CC=2)C2C=CC=CC=2)=CC=1. The product is [C:40]([O:39][C:37]([N:35]1[CH2:36][C@@H:32]([CH3:31])[CH2:33][C@H:34]1[C:44]1[NH:45][C:46]([C:49]2[CH:50]=[CH:51][C:52]([C:2]3[CH:3]=[C:4]4[C:9](=[CH:10][CH:11]=3)[CH:8]=[C:7]([C:12]3[NH:16][C:15]([C@@H:17]5[CH2:21][C@H:20]([CH3:22])[CH2:19][N:18]5[C:23]([O:25][C:26]([CH3:29])([CH3:27])[CH3:28])=[O:24])=[N:14][C:13]=3[Cl:30])[CH:6]=[CH:5]4)=[CH:53][CH:54]=2)=[CH:47][N:48]=1)=[O:38])([CH3:41])([CH3:42])[CH3:43]. The yield is 0.700. (6) The reactants are [CH3:1][O:2][C:3]1[CH:4]=[C:5]2[C:10](=[CH:11][C:12]=1[O:13][CH3:14])[N:9]=[CH:8][N:7]=[C:6]2[O:15][C:16]1[CH:17]=[C:18]([CH:20]=[CH:21][CH:22]=1)[NH2:19].C(N(CC)C(C)C)(C)C.[C:32]1([C:38]2[O:42][N:41]=[C:40]([NH:43][C:44](=O)[O:45]C3C=CC=CC=3)[CH:39]=2)[CH:37]=[CH:36][CH:35]=[CH:34][CH:33]=1. The catalyst is O1CCCC1.CN(C)C1C=CN=CC=1. The product is [CH3:1][O:2][C:3]1[CH:4]=[C:5]2[C:10](=[CH:11][C:12]=1[O:13][CH3:14])[N:9]=[CH:8][N:7]=[C:6]2[O:15][C:16]1[CH:17]=[C:18]([NH:19][C:44]([NH:43][C:40]2[CH:39]=[C:38]([C:32]3[CH:33]=[CH:34][CH:35]=[CH:36][CH:37]=3)[O:42][N:41]=2)=[O:45])[CH:20]=[CH:21][CH:22]=1. The yield is 0.320.